From a dataset of Reaction yield outcomes from USPTO patents with 853,638 reactions. Predict the reaction yield, written as a fraction of the theoretical maximum amount of product (1.0 means a 100% yield; for example, 0.34 means a 34% yield). (1) The reactants are [F:1][C:2]1[CH:10]=[C:9]2[C:5]([CH:6]=[CH:7][NH:8]2)=[CH:4][CH:3]=1.[H-].[Na+].[CH3:13][O:14][C:15]1[CH:20]=[CH:19][C:18]([S:21](Cl)(=[O:23])=[O:22])=[CH:17][C:16]=1[N:25]1[CH2:30][CH2:29][N:28]([C:31](=[O:36])[C:32]([Cl:35])([Cl:34])[Cl:33])[CH2:27][CH2:26]1. The catalyst is C1COCC1. The product is [Cl:35][C:32]([Cl:33])([Cl:34])[C:31]([N:28]1[CH2:29][CH2:30][N:25]([C:16]2[CH:17]=[C:18]([S:21]([N:8]3[C:9]4[C:5](=[CH:4][CH:3]=[C:2]([F:1])[CH:10]=4)[CH:6]=[CH:7]3)(=[O:22])=[O:23])[CH:19]=[CH:20][C:15]=2[O:14][CH3:13])[CH2:26][CH2:27]1)=[O:36]. The yield is 0.550. (2) The reactants are [OH-].[Li+].COC([C:7]1[C:12]([NH2:13])=[N:11][C:10]([NH2:14])=[C:9]([Cl:15])[N:8]=1)=O.Cl. The catalyst is CO.O.O1CCOCC1. The product is [Cl:15][C:9]1[C:10]([NH2:14])=[N:11][C:12]([NH2:13])=[CH:7][N:8]=1. The yield is 0.820. (3) The reactants are C(OC([N:8]1[CH2:12][CH2:11][CH2:10][CH:9]1[C:13](=[O:32])[NH:14][C:15]1[CH:20]=[CH:19][C:18]([C:21]2[CH:26]=[CH:25][CH:24]=[CH:23][C:22]=2[S:27]([CH3:30])(=[O:29])=[O:28])=[CH:17][C:16]=1[F:31])=O)(C)(C)C.FC(F)(F)C(O)=O. The catalyst is C(Cl)Cl.C(Cl)(Cl)Cl. The product is [F:31][C:16]1[CH:17]=[C:18]([C:21]2[CH:26]=[CH:25][CH:24]=[CH:23][C:22]=2[S:27]([CH3:30])(=[O:28])=[O:29])[CH:19]=[CH:20][C:15]=1[NH:14][C:13]([CH:9]1[CH2:10][CH2:11][CH2:12][NH:8]1)=[O:32]. The yield is 1.00. (4) The reactants are [Br:1][C:2]1[CH:3]=[C:4]2[CH:10]=[CH:9][NH:8][C:5]2=[N:6][CH:7]=1.[H-].[Na+].[C:13]1([S:19](Cl)(=[O:21])=[O:20])[CH:18]=[CH:17][CH:16]=[CH:15][CH:14]=1.C(OCC)(=O)C. The catalyst is C1COCC1. The product is [Br:1][C:2]1[CH:3]=[C:4]2[CH:10]=[CH:9][N:8]([S:19]([C:13]3[CH:18]=[CH:17][CH:16]=[CH:15][CH:14]=3)(=[O:21])=[O:20])[C:5]2=[N:6][CH:7]=1. The yield is 0.760. (5) The reactants are [S:1]1[C:5]2[CH:6]=[C:7]([N:10]3[CH2:14][CH2:13][NH:12][C:11]3=[O:15])[CH:8]=[CH:9][C:4]=2[N:3]=[CH:2]1.Br[C:17]1[CH:18]=[N:19][CH:20]=[CH:21][C:22]=1[CH:23]=[O:24].N[C@@H]1CCCC[C@H]1N.P([O-])([O-])([O-])=O.[K+].[K+].[K+]. The catalyst is [Cu](I)I.O1CCOCC1. The product is [S:1]1[C:5]2[CH:6]=[C:7]([N:10]3[CH2:14][CH2:13][N:12]([C:17]4[CH:18]=[N:19][CH:20]=[CH:21][C:22]=4[CH:23]=[O:24])[C:11]3=[O:15])[CH:8]=[CH:9][C:4]=2[N:3]=[CH:2]1. The yield is 0.289. (6) The reactants are [Cl:1][C:2]1[CH:3]=[C:4]2[C:9](=[CH:10][C:11]=1[O:12][C:13]1[CH:18]=[CH:17][C:16]([C:19](=[O:29])[NH:20][CH:21]3[CH2:26][CH2:25][C:24]([CH3:28])([CH3:27])[CH2:23][CH2:22]3)=[CH:15][CH:14]=1)[O:8][CH2:7][CH2:6][CH:5]2[C:30]([O:32]CC)=[O:31].[OH-].[Na+]. The catalyst is C1COCC1.CCO. The product is [Cl:1][C:2]1[CH:3]=[C:4]2[C:9](=[CH:10][C:11]=1[O:12][C:13]1[CH:14]=[CH:15][C:16]([C:19](=[O:29])[NH:20][CH:21]3[CH2:22][CH2:23][C:24]([CH3:28])([CH3:27])[CH2:25][CH2:26]3)=[CH:17][CH:18]=1)[O:8][CH2:7][CH2:6][CH:5]2[C:30]([OH:32])=[O:31]. The yield is 0.800.